Dataset: Reaction yield outcomes from USPTO patents with 853,638 reactions. Task: Predict the reaction yield, written as a fraction of the theoretical maximum amount of product (1.0 means a 100% yield; for example, 0.34 means a 34% yield). The reactants are [CH:1]([C:3]1[CH:4]=[C:5]([N:9]2[CH:13]=[C:12]([CH2:14][OH:15])[N:11]=[CH:10]2)[CH:6]=[CH:7][CH:8]=1)=[CH2:2].[CH2:16]([Zn]CC)C.ICI. The catalyst is C1(C)C=CC=CC=1.CCCCCC. The product is [CH:1]1([C:3]2[CH:4]=[C:5]([N:9]3[CH:13]=[C:12]([CH2:14][OH:15])[N:11]=[CH:10]3)[CH:6]=[CH:7][CH:8]=2)[CH2:16][CH2:2]1. The yield is 0.930.